Dataset: Peptide-MHC class I binding affinity with 185,985 pairs from IEDB/IMGT. Task: Regression. Given a peptide amino acid sequence and an MHC pseudo amino acid sequence, predict their binding affinity value. This is MHC class I binding data. The binding affinity (normalized) is 0.0847. The peptide sequence is MLREGNQAF. The MHC is HLA-B58:01 with pseudo-sequence HLA-B58:01.